From a dataset of Full USPTO retrosynthesis dataset with 1.9M reactions from patents (1976-2016). Predict the reactants needed to synthesize the given product. (1) Given the product [CH3:3][C:4]1[CH:12]=[CH:11][C:10]2[N:9]([CH:13]=[C:14]([C:16]3[CH:17]=[CH:18][N:19]([CH3:34])[CH2:20][CH:21]=3)[CH3:15])[C:8]3[CH2:22][CH2:23][N:24]([C:26]([O:28][CH2:29][C:30]([Cl:33])([Cl:32])[Cl:31])=[O:27])[CH2:25][C:7]=3[C:6]=2[CH:5]=1, predict the reactants needed to synthesize it. The reactants are: II.[CH3:3][C:4]1[CH:12]=[CH:11][C:10]2[N:9]([CH:13]=[C:14]([C:16]3[CH:21]=[CH:20][N:19]=[CH:18][CH:17]=3)[CH3:15])[C:8]3[CH2:22][CH2:23][N:24]([C:26]([O:28][CH2:29][C:30]([Cl:33])([Cl:32])[Cl:31])=[O:27])[CH2:25][C:7]=3[C:6]=2[CH:5]=1.[CH2:34](I)I. (2) Given the product [OH:8][NH:9][C:10](=[O:42])[C@@:11]([CH3:41])([N:16]([CH3:40])[C:17]([C:19]1[CH:20]=[CH:21][C:22]([C:25]2[CH:30]=[CH:29][C:28]([O:31][CH2:32][CH2:33][N:34]3[CH2:35][CH2:36][O:37][CH2:38][CH2:39]3)=[CH:27][CH:26]=2)=[CH:23][CH:24]=1)=[O:18])[C:12]([NH:14][CH3:15])=[O:13], predict the reactants needed to synthesize it. The reactants are: C([O:8][NH:9][C:10](=[O:42])[C@@:11]([CH3:41])([N:16]([CH3:40])[C:17]([C:19]1[CH:24]=[CH:23][C:22]([C:25]2[CH:30]=[CH:29][C:28]([O:31][CH2:32][CH2:33][N:34]3[CH2:39][CH2:38][O:37][CH2:36][CH2:35]3)=[CH:27][CH:26]=2)=[CH:21][CH:20]=1)=[O:18])[C:12]([NH:14][CH3:15])=[O:13])C1C=CC=CC=1.[H][H]. (3) Given the product [C:1]([O:5][C:6]([N:8]1[CH2:14][CH2:13][CH2:12][C@H:11]([OH:15])[C@H:10]([NH:16][C:23]([C:20]2[CH:21]=[CH:22][N:17]=[CH:18][CH:19]=2)=[O:24])[CH2:9]1)=[O:7])([CH3:4])([CH3:2])[CH3:3], predict the reactants needed to synthesize it. The reactants are: [C:1]([O:5][C:6]([N:8]1[CH2:14][CH2:13][CH2:12][C@H:11]([OH:15])[C@H:10]([NH2:16])[CH2:9]1)=[O:7])([CH3:4])([CH3:3])[CH3:2].[N:17]1[CH:22]=[CH:21][C:20]([C:23](O)=[O:24])=[CH:19][CH:18]=1.CN(C1C=CC=CN=1)C.C1CCC(N=C=NC2CCCCC2)CC1. (4) Given the product [C:1]([N:5]1[C:13]2[CH:12]=[CH:11][NH:10][C:9](=[O:14])[C:8]=2[C:7]([C:16]([NH:18][CH:19]([C:23]2[CH:24]=[CH:25][C:26]([O:29][C:30]([F:31])([F:33])[F:32])=[CH:27][CH:28]=2)[CH2:20][O:21][CH3:22])=[O:17])=[N:6]1)([CH3:4])([CH3:2])[CH3:3], predict the reactants needed to synthesize it. The reactants are: [C:1]([N:5]1[C:13]2[CH:12]=[CH:11][N:10]=[C:9]([O:14]C)[C:8]=2[C:7]([C:16]([NH:18][CH:19]([C:23]2[CH:28]=[CH:27][C:26]([O:29][C:30]([F:33])([F:32])[F:31])=[CH:25][CH:24]=2)[CH2:20][O:21][CH3:22])=[O:17])=[N:6]1)([CH3:4])([CH3:3])[CH3:2].Cl[Si](C)(C)C.[I-].[Na+]. (5) Given the product [CH3:18][O:11][C:10]([C:7]1[CH:8]=[C:9]2[C:4]([CH:3]=[CH:2][NH:1]2)=[CH:5][CH:6]=1)=[O:12], predict the reactants needed to synthesize it. The reactants are: [NH:1]1[C:9]2[C:4](=[CH:5][CH:6]=[C:7]([C:10]([OH:12])=[O:11])[CH:8]=2)[CH:3]=[CH:2]1.S(=O)(=O)(O)O.[CH3:18]O. (6) Given the product [NH2:4][C@:5]1([C:22]([OH:23])=[O:44])[C@@H:9]([CH2:10][CH2:11][CH2:12][B:13]([OH:14])[OH:17])[CH2:8][N:7]([CH:38]2[CH2:39][CH2:40][CH2:41][CH:37]2[NH2:36])[CH2:6]1, predict the reactants needed to synthesize it. The reactants are: C([NH:4][C@:5]1([C:22](NC(C)(C)C)=[O:23])[C@@H:9]([CH2:10][CH2:11][CH2:12][B:13]2[O:17]C(C)(C)C(C)(C)[O:14]2)[CH2:8][NH:7][CH2:6]1)(=O)C.C([NH:36][CH:37]1[CH2:41][CH2:40][CH2:39][C:38]1=O)(OC(C)(C)C)=O.S([O-])([O-])(=O)=[O:44].[Na+].[Na+].C(O)(=O)C.C(O[BH-](OC(=O)C)OC(=O)C)(=O)C.[Na+].C(=O)([O-])[O-].[Na+].[Na+]. (7) The reactants are: [Cl:1][C:2]1[CH:7]=[C:6]([CH3:8])[CH:5]=[C:4]([CH3:9])[C:3]=1[N:10]=[C:11]([C:13]1[N:18]=[C:17]([C:19](=O)[CH3:20])[CH:16]=[CH:15][CH:14]=1)[CH3:12].[CH:22]([C:25]1[CH:31]=[CH:30][CH:29]=[C:28]([CH:32]([CH3:34])[CH3:33])[C:26]=1[NH2:27])([CH3:24])[CH3:23]. Given the product [Cl:1][C:2]1[CH:7]=[C:6]([CH3:8])[CH:5]=[C:4]([CH3:9])[C:3]=1[N:10]=[C:11]([C:13]1[CH:14]=[CH:15][CH:16]=[C:17]([C:19](=[N:27][C:26]2[C:28]([CH:32]([CH3:33])[CH3:34])=[CH:29][CH:30]=[CH:31][C:25]=2[CH:22]([CH3:24])[CH3:23])[CH3:20])[N:18]=1)[CH3:12], predict the reactants needed to synthesize it.